Predict which catalyst facilitates the given reaction. From a dataset of Catalyst prediction with 721,799 reactions and 888 catalyst types from USPTO. Reactant: [Cl:1][C:2]1[S:6][C:5]2[C:7]3([O:31][CH2:32][C:33]([F:35])([F:34])[C:4]=2[CH:3]=1)[CH2:12][CH2:11][N:10]([CH2:13][C:14]1[C:15]([CH3:30])=[N:16][N:17]([C:19]2[C:28]([F:29])=[CH:27][CH:26]=[CH:25][C:20]=2[C:21](OC)=[O:22])[CH:18]=1)[CH2:9][CH2:8]3.[H-].[Al+3].[Li+].[H-].[H-].[H-]. The catalyst class is: 7. Product: [Cl:1][C:2]1[S:6][C:5]2[C:7]3([O:31][CH2:32][C:33]([F:35])([F:34])[C:4]=2[CH:3]=1)[CH2:8][CH2:9][N:10]([CH2:13][C:14]1[C:15]([CH3:30])=[N:16][N:17]([C:19]2[C:28]([F:29])=[CH:27][CH:26]=[CH:25][C:20]=2[CH2:21][OH:22])[CH:18]=1)[CH2:11][CH2:12]3.